The task is: Predict the product of the given reaction.. This data is from Forward reaction prediction with 1.9M reactions from USPTO patents (1976-2016). (1) The product is: [F:2][C:3]1[CH:8]=[CH:7][CH:6]=[CH:5][C:4]=1[N:9]1[C:17]([OH:25])=[CH:18][C:19]([C:20]([O:22][CH2:23][CH3:24])=[O:21])=[N:10]1. Given the reactants Cl.[F:2][C:3]1[CH:8]=[CH:7][CH:6]=[CH:5][C:4]=1[NH:9][NH2:10].C(=O)([O-])[O-].[K+].[K+].[C:17](OCC)(=[O:25])[C:18]#[C:19][C:20]([O:22][CH2:23][CH3:24])=[O:21].Cl, predict the reaction product. (2) Given the reactants [F:1][C:2]1[CH:7]=[CH:6][C:5]([S:8]([N:11]2[C:14]3([CH2:17][N:16]([C:18](OC(C)(C)C)=[O:19])[CH2:15]3)[CH2:13][CH2:12]2)(=[O:10])=[O:9])=[CH:4][CH:3]=1.FC(F)(F)C(O)=O.[Cl:32][C:33]1[CH:38]=[C:37]([Cl:39])[CH:36]=[CH:35][C:34]=1[CH2:40][N:41]=C=O.C(N(CC)CC)C, predict the reaction product. The product is: [Cl:32][C:33]1[CH:38]=[C:37]([Cl:39])[CH:36]=[CH:35][C:34]=1[CH2:40][NH:41][C:18]([N:16]1[CH2:15][C:14]2([N:11]([S:8]([C:5]3[CH:4]=[CH:3][C:2]([F:1])=[CH:7][CH:6]=3)(=[O:9])=[O:10])[CH2:12][CH2:13]2)[CH2:17]1)=[O:19]. (3) Given the reactants [NH:1]1[CH2:6][CH2:5][CH2:4][C@H:3]([N:7]2[CH:11]=[C:10]([O:12][C:13]3[N:14]=[C:15]([OH:23])[C:16]4[CH:22]=[CH:21][N:20]=[CH:19][C:17]=4[N:18]=3)[CH:9]=[N:8]2)[CH2:2]1.O=C1CCC(=O)N1[O:31][C:32](=O)[CH2:33][C:34]#[N:35], predict the reaction product. The product is: [OH:23][C:15]1[C:16]2[CH:22]=[CH:21][N:20]=[CH:19][C:17]=2[N:18]=[C:13]([O:12][C:10]2[CH:9]=[N:8][N:7]([C@H:3]3[CH2:4][CH2:5][CH2:6][N:1]([C:32](=[O:31])[CH2:33][C:34]#[N:35])[CH2:2]3)[CH:11]=2)[N:14]=1.